From a dataset of Forward reaction prediction with 1.9M reactions from USPTO patents (1976-2016). Predict the product of the given reaction. (1) The product is: [NH2:15][CH2:14][CH2:13][O:12][CH2:11][CH2:10][O:9][CH2:8][CH2:7][O:6][CH2:5][CH2:4][N:1]=[N+:2]=[N-:3]. Given the reactants [N:1]([CH2:4][CH2:5][O:6][CH2:7][CH2:8][O:9][CH2:10][CH2:11][O:12][CH2:13][CH2:14][N:15]1C(=O)C2=CC=CC=C2C1=O)=[N+:2]=[N-:3].O.NN, predict the reaction product. (2) Given the reactants [Mg:1].[Cl:2][CH:3]1[CH2:8][CH2:7][N:6](C)[CH2:5][CH2:4]1.[CH2:10]1COCC1, predict the reaction product. The product is: [Cl-:2].[Mg+2:1].[CH3:10][CH:3]1[CH2:4][CH2:5][NH:6][CH2:7][CH2:8]1.[Cl-:2]. (3) The product is: [N:10]1([C:6]2[CH:5]=[C:4]([CH:9]=[CH:8][CH:7]=2)[C:2]#[N:3])[CH2:15][CH2:14][NH:13][CH2:12][CH2:11]1. Given the reactants Cl.[C:2]([C:4]1[CH:5]=[C:6]([N:10]2[CH2:15][CH2:14][N:13](C(OC(C)(C)C)=O)[CH2:12][CH2:11]2)[CH:7]=[CH:8][CH:9]=1)#[N:3], predict the reaction product. (4) Given the reactants C(O[C:4]([C:6]1[CH:7]=[N:8][C:9]2[C:14]([C:15]=1[NH:16][CH:17]([CH3:19])[CH3:18])=[CH:13][CH:12]=[CH:11][C:10]=2[O:20][CH3:21])=[O:5])C.[CH:22]([N:25]=[C:26]=[O:27])([CH3:24])[CH3:23], predict the reaction product. The product is: [CH:17]([N:16]1[C:15]2[C:14]3[CH:13]=[CH:12][CH:11]=[C:10]([O:20][CH3:21])[C:9]=3[N:8]=[CH:7][C:6]=2[C:4](=[O:5])[N:25]([CH:22]([CH3:24])[CH3:23])[C:26]1=[O:27])([CH3:18])[CH3:19].